Dataset: Catalyst prediction with 721,799 reactions and 888 catalyst types from USPTO. Task: Predict which catalyst facilitates the given reaction. (1) Reactant: [NH2:1][C:2](=[N:12][O:13][C:14](=O)[C:15]1[CH:20]=[CH:19][CH:18]=[C:17]([Cl:21])[CH:16]=1)[CH2:3][P:4](=[O:11])([O:8][CH2:9][CH3:10])[O:5][CH2:6][CH3:7].CCCC[N+](CCCC)(CCCC)CCCC.[F-]. Product: [Cl:21][C:17]1[CH:16]=[C:15]([C:14]2[O:13][N:12]=[C:2]([CH2:3][P:4](=[O:11])([O:8][CH2:9][CH3:10])[O:5][CH2:6][CH3:7])[N:1]=2)[CH:20]=[CH:19][CH:18]=1. The catalyst class is: 1. (2) Reactant: Br[CH2:2][CH2:3][CH2:4][CH2:5][CH3:6].II.[Br:9][CH2:10][CH2:11][CH2:12][CH2:13][CH2:14][CH2:15][CH2:16][CH2:17][CH2:18][CH2:19][CH2:20][CH:21]=[O:22]. Product: [Br:9][CH2:10][CH2:11][CH2:12][CH2:13][CH2:14][CH2:15][CH2:16][CH2:17][CH2:18][CH2:19][CH2:20][CH:21]([OH:22])[CH2:2][CH2:3][CH2:4][CH2:5][CH3:6]. The catalyst class is: 1. (3) Reactant: Br[CH2:2][C:3]1[CH:8]=[CH:7][C:6]([O:9][CH3:10])=[CH:5][C:4]=1[Cl:11].[CH3:12][C:13]1[N:18]=[C:17]([SH:19])[N:16]=[C:15]([OH:20])[CH:14]=1.C(N(CC)CC)C. Product: [Cl:11][C:4]1[CH:5]=[C:6]([O:9][CH3:10])[CH:7]=[CH:8][C:3]=1[CH2:2][S:19][C:17]1[N:16]=[C:15]([OH:20])[CH:14]=[C:13]([CH3:12])[N:18]=1. The catalyst class is: 8.